From a dataset of Full USPTO retrosynthesis dataset with 1.9M reactions from patents (1976-2016). Predict the reactants needed to synthesize the given product. (1) The reactants are: [CH3:1][O:2][C:3]1[CH:22]=[C:21]([O:23][CH3:24])[CH:20]=[CH:19][C:4]=1[CH2:5][NH:6][CH2:7][CH2:8][CH:9]1[NH:14][CH2:13][CH:12]([C:15]([O:17][CH3:18])=[O:16])[CH2:11][CH2:10]1.C1N=CN([C:30](N2C=NC=C2)=[O:31])C=1. Given the product [CH3:1][O:2][C:3]1[CH:22]=[C:21]([O:23][CH3:24])[CH:20]=[CH:19][C:4]=1[CH2:5][N:6]1[CH2:7][CH2:8][CH:9]2[CH2:10][CH2:11][CH:12]([C:15]([O:17][CH3:18])=[O:16])[CH2:13][N:14]2[C:30]1=[O:31], predict the reactants needed to synthesize it. (2) Given the product [C:37]([C@@H:35]([C@H:33]([C:32]([OH:41])=[O:40])[OH:34])[OH:36])([OH:39])=[O:38].[CH3:31][N:2]([CH3:1])[C:3]1[N:8]=[C:7]([O:9][CH3:10])[C:6]([C:11]2[C:24]3[C:19](=[CH:20][C:21]([O:27][CH2:28][CH3:29])=[C:22]([O:25][CH3:26])[CH:23]=3)[C@@H:18]3[C@@H:13]([CH2:14][CH2:15][C@@H:16]([OH:30])[CH2:17]3)[N:12]=2)=[CH:5][N:4]=1, predict the reactants needed to synthesize it. The reactants are: [CH3:1][N:2]([CH3:31])[C:3]1[N:8]=[C:7]([O:9][CH3:10])[C:6]([C:11]2[C:24]3[C:19](=[CH:20][C:21]([O:27][CH2:28][CH3:29])=[C:22]([O:25][CH3:26])[CH:23]=3)[C@@H:18]3[C@@H:13]([CH2:14][CH2:15][C@@H:16]([OH:30])[CH2:17]3)[N:12]=2)=[CH:5][N:4]=1.[C:32]([OH:41])(=[O:40])[C@@H:33]([C@H:35]([C:37]([OH:39])=[O:38])[OH:36])[OH:34]. (3) Given the product [Cl:1][C:2]1[N:7]=[C:6]([C:8]([O:10][CH2:11][CH3:12])=[O:9])[C:5]([N+:13]([O-:15])=[O:14])=[C:4]([NH:25][C:22]2[CH:21]=[C:20]([CH:17]3[CH2:19][CH2:18]3)[NH:24][N:23]=2)[N:3]=1, predict the reactants needed to synthesize it. The reactants are: [Cl:1][C:2]1[N:7]=[C:6]([C:8]([O:10][CH2:11][CH3:12])=[O:9])[C:5]([N+:13]([O-:15])=[O:14])=[C:4](Cl)[N:3]=1.[CH:17]1([C:20]2[NH:24][N:23]=[C:22]([NH2:25])[CH:21]=2)[CH2:19][CH2:18]1.O. (4) Given the product [CH2:1]([O:3][C:4]([N:6]1[C:15]2[C:10](=[N:11][C:12]([O:16][S:58]([C:57]([F:70])([F:69])[F:56])(=[O:60])=[O:59])=[CH:13][CH:14]=2)[C@@H:9]([NH:17][CH:18]([C:33]2[N:38]=[CH:37][C:36]([N:39]3[CH2:40][CH2:41][N:42]([C:45](=[O:47])[CH3:46])[CH2:43][CH2:44]3)=[CH:35][N:34]=2)[C:19]2[CH:20]=[C:21]([C:29]([F:30])([F:31])[F:32])[CH:22]=[C:23]([C:25]([F:27])([F:26])[F:28])[CH:24]=2)[CH2:8][C@H:7]1[CH2:48][CH3:49])=[O:5])[CH3:2], predict the reactants needed to synthesize it. The reactants are: [CH2:1]([O:3][C:4]([N:6]1[C:15]2[C:10](=[N:11][C:12]([OH:16])=[CH:13][CH:14]=2)[C@@H:9]([NH:17][CH:18]([C:33]2[N:38]=[CH:37][C:36]([N:39]3[CH2:44][CH2:43][N:42]([C:45](=[O:47])[CH3:46])[CH2:41][CH2:40]3)=[CH:35][N:34]=2)[C:19]2[CH:24]=[C:23]([C:25]([F:28])([F:27])[F:26])[CH:22]=[C:21]([C:29]([F:32])([F:31])[F:30])[CH:20]=2)[CH2:8][C@H:7]1[CH2:48][CH3:49])=[O:5])[CH3:2].N1C=CC=CC=1.[F:56][C:57]([F:70])([F:69])[S:58](O[S:58]([C:57]([F:70])([F:69])[F:56])(=[O:60])=[O:59])(=[O:60])=[O:59].C(O)(=O)CC(CC(O)=O)(C(O)=O)O. (5) Given the product [CH2:3]([C:9]1[CH:14]=[CH:13][C:12]([O:35][CH3:36])=[CH:11][CH:10]=1)[CH2:2][CH2:7][CH2:6][CH2:5][CH3:4], predict the reactants needed to synthesize it. The reactants are: C[C:2]1[CH:7]=[CH:6][C:5](C)=[CH:4][C:3]=1[C:9]1[CH:14]=[CH:13][CH:12]=[C:11](C)[CH:10]=1.B(O)O.P([O-])([O-])([O-])=O.[K+].[K+].[K+].ClC1C=CC(C)=CC=1.[O:35]1CCOC[CH2:36]1. (6) Given the product [CH2:1]([O:8][C:9]1[CH:14]=[CH:13][C:12]([CH2:15][CH3:16])=[C:11]([OH:18])[CH:10]=1)[C:2]1[CH:3]=[CH:4][CH:5]=[CH:6][CH:7]=1, predict the reactants needed to synthesize it. The reactants are: [CH2:1]([O:8][C:9]1[CH:14]=[CH:13][C:12]([C:15](=O)[CH3:16])=[C:11]([O:18]COC)[CH:10]=1)[C:2]1[CH:7]=[CH:6][CH:5]=[CH:4][CH:3]=1.[OH-].[K+].O.NN.Cl. (7) The reactants are: [H-].[Na+].[C:3]([NH:13][NH:14][C:15]([O:17][C:18]([CH3:21])([CH3:20])[CH3:19])=[O:16])([O:5][CH2:6][C:7]1[CH:12]=[CH:11][CH:10]=[CH:9][CH:8]=1)=[O:4].Cl[CH2:23][C:24]([CH2:26]Cl)=[CH2:25]. Given the product [C:18]([O:17][C:15]([N:14]1[CH2:26][C:24](=[CH2:23])[CH2:25][N:13]1[C:3]([O:5][CH2:6][C:7]1[CH:12]=[CH:11][CH:10]=[CH:9][CH:8]=1)=[O:4])=[O:16])([CH3:21])([CH3:20])[CH3:19], predict the reactants needed to synthesize it. (8) Given the product [Cl:1][C:2]1[CH:3]=[N:4][CH:5]=[C:6]([O:8][C:9]2[CH:14]=[CH:13][C:12]([C:15]([F:17])([F:16])[F:18])=[CH:11][C:10]=2[NH:19][S:27]([C:24]2[CH:25]=[CH:26][C:21]([I:20])=[CH:22][CH:23]=2)(=[O:29])=[O:28])[CH:7]=1, predict the reactants needed to synthesize it. The reactants are: [Cl:1][C:2]1[CH:3]=[N:4][CH:5]=[C:6]([O:8][C:9]2[CH:14]=[CH:13][C:12]([C:15]([F:18])([F:17])[F:16])=[CH:11][C:10]=2[NH2:19])[CH:7]=1.[I:20][C:21]1[CH:26]=[CH:25][C:24]([S:27](Cl)(=[O:29])=[O:28])=[CH:23][CH:22]=1. (9) Given the product [CH2:18]([O:9][C:3]1[CH:4]=[CH:5][C:6]([Cl:8])=[CH:7][C:2]=1[NH2:1])[CH:17]=[CH2:16], predict the reactants needed to synthesize it. The reactants are: [NH2:1][C:2]1[CH:7]=[C:6]([Cl:8])[CH:5]=[CH:4][C:3]=1[OH:9].C([O-])([O-])=O.[K+].[K+].[CH2:16](Br)[CH:17]=[CH2:18]. (10) Given the product [Cl:1][C:2]1[CH:3]=[C:4]([C:8]2[C:13]3[N:14]=[CH:15][S:16][C:12]=3[CH:11]=[C:10]([CH2:18][C:19]3[CH:24]=[CH:23][C:22]([N+:25]([O-:27])=[O:26])=[CH:21][CH:20]=3)[C:9]=2[F:28])[CH:5]=[CH:6][CH:7]=1, predict the reactants needed to synthesize it. The reactants are: [Cl:1][C:2]1[CH:3]=[C:4]([C:8]2[C:13]3[N:14]=[C:15](N)[S:16][C:12]=3[CH:11]=[C:10]([CH2:18][C:19]3[CH:24]=[CH:23][C:22]([N+:25]([O-:27])=[O:26])=[CH:21][CH:20]=3)[C:9]=2[F:28])[CH:5]=[CH:6][CH:7]=1.N([O-])=O.[Na+].[PH2](O)=O.C([O-])([O-])=O.[Na+].[Na+].